The task is: Predict the product of the given reaction.. This data is from Forward reaction prediction with 1.9M reactions from USPTO patents (1976-2016). Given the reactants C([N:8]1[CH2:13][CH2:12][O:11][CH:10]([C:14]2[C:18]([CH3:19])=[C:17]([C:20]3[CH:25]=[CH:24][C:23]([Cl:26])=[CH:22][CH:21]=3)[N:16]([C:27]3[CH:32]=[CH:31][CH:30]=[CH:29][C:28]=3[Cl:33])[N:15]=2)[CH2:9]1)C1C=CC=CC=1.ClC(OC(Cl)C)=O.CN(C)C1C2C(=CC=CC=2N(C)C)C=CC=1, predict the reaction product. The product is: [ClH:26].[Cl:33][C:28]1[CH:29]=[CH:30][CH:31]=[CH:32][C:27]=1[N:16]1[C:17]([C:20]2[CH:21]=[CH:22][C:23]([Cl:26])=[CH:24][CH:25]=2)=[C:18]([CH3:19])[C:14]([CH:10]2[O:11][CH2:12][CH2:13][NH:8][CH2:9]2)=[N:15]1.